From a dataset of Forward reaction prediction with 1.9M reactions from USPTO patents (1976-2016). Predict the product of the given reaction. (1) Given the reactants [C:1]1([CH3:16])[CH:6]=[CH:5][C:4]([S:7]([O:10][C@H:11]2[CH2:14][C@@H:13]([OH:15])[CH2:12]2)(=[O:9])=[O:8])=[CH:3][CH:2]=1.N1C=CC=CC=1.[C:23]1([CH3:43])[CH:28]=[CH:27][C:26]([S:29](O[S:29]([C:26]2[CH:27]=[CH:28][C:23]([CH3:43])=[CH:24][CH:25]=2)(=[O:31])=[O:30])(=[O:31])=[O:30])=[CH:25][CH:24]=1, predict the reaction product. The product is: [C:1]1([CH3:16])[CH:2]=[CH:3][C:4]([S:7]([O:10][C@H:11]2[CH2:12][C@@H:13]([O:15][S:29]([C:26]3[CH:27]=[CH:28][C:23]([CH3:43])=[CH:24][CH:25]=3)(=[O:31])=[O:30])[CH2:14]2)(=[O:8])=[O:9])=[CH:5][CH:6]=1. (2) Given the reactants [CH3:1][O:2][C:3]1[CH:12]=[C:11]2[C:6]([CH2:7][CH2:8][CH2:9][CH:10]2[C:13]([OH:15])=O)=[CH:5][CH:4]=1.[CH:16]([C:19]1[CH:24]=[CH:23][C:22]([NH:25][CH2:26][C:27]2[CH:28]=[N:29][C:30]([O:33][CH3:34])=[CH:31][CH:32]=2)=[CH:21][CH:20]=1)([CH3:18])[CH3:17], predict the reaction product. The product is: [CH:16]([C:19]1[CH:20]=[CH:21][C:22]([N:25]([CH2:26][C:27]2[CH:28]=[N:29][C:30]([O:33][CH3:34])=[CH:31][CH:32]=2)[C:13]([CH:10]2[C:11]3[C:6](=[CH:5][CH:4]=[C:3]([O:2][CH3:1])[CH:12]=3)[CH2:7][CH2:8][CH2:9]2)=[O:15])=[CH:23][CH:24]=1)([CH3:18])[CH3:17]. (3) Given the reactants [CH:1]([O:4][C:5](=[O:15])[CH:6]=[CH:7][C:8]1[CH:13]=[CH:12][C:11](Br)=[CH:10][CH:9]=1)([CH3:3])[CH3:2].P(C(C)(C)C)(C(C)(C)C)C(C)(C)C.[Li+].C[Si]([N-:34][Si](C)(C)C)(C)C.Cl, predict the reaction product. The product is: [CH:1]([O:4][C:5](=[O:15])[CH:6]=[CH:7][C:8]1[CH:13]=[CH:12][C:11]([NH2:34])=[CH:10][CH:9]=1)([CH3:3])[CH3:2]. (4) Given the reactants [Cl:1][C:2]1[CH:7]=[CH:6][C:5]([NH:8][C:9]2[N:16]=[CH:15][CH:14]=[CH:13][C:10]=2[CH:11]=O)=[CH:4][C:3]=1[N+:17]([O-:19])=[O:18].[N:20]1[CH:25]=[CH:24][C:23]([CH2:26][CH2:27][CH2:28][CH2:29][C:30](OCC)=[O:31])=[CH:22][CH:21]=1.[Li+].CC([N-]C(C)C)C, predict the reaction product. The product is: [Cl:1][C:2]1[CH:7]=[CH:6][C:5]([N:8]2[C:9]3[C:10](=[CH:13][CH:14]=[CH:15][N:16]=3)[CH:11]=[C:29]([CH2:28][CH2:27][CH2:26][C:23]3[CH:22]=[CH:21][N:20]=[CH:25][CH:24]=3)[C:30]2=[O:31])=[CH:4][C:3]=1[N+:17]([O-:19])=[O:18]. (5) Given the reactants C[O:2][C:3]([C:5]1[CH:6]=[C:7]([C:18]2[CH:23]=[CH:22][C:21]([CH3:24])=[CH:20][CH:19]=2)[CH:8]=[C:9]([C:11](=[O:17])[NH:12][C@@H:13]([CH3:16])[CH2:14][OH:15])[CH:10]=1)=[O:4].[OH-].[Li+].C1COCC1.Cl, predict the reaction product. The product is: [OH:15][CH2:14][C@@H:13]([NH:12][C:11]([C:9]1[CH:10]=[C:5]([C:3]([OH:4])=[O:2])[CH:6]=[C:7]([C:18]2[CH:23]=[CH:22][C:21]([CH3:24])=[CH:20][CH:19]=2)[CH:8]=1)=[O:17])[CH3:16]. (6) Given the reactants [CH2:1]([O:8][C:9]([N:11]1[CH2:16][CH2:15][N:14]([C:17]2[CH:22]=[CH:21][C:20]([N:23]3[CH2:27][CH:26]([CH2:28]OS(C4C=CC(C)=CC=4)(=O)=O)[O:25][C:24]3=[O:40])=[CH:19][C:18]=2[F:41])[CH2:13][CH2:12]1)=[O:10])[C:2]1[CH:7]=[CH:6][CH:5]=[CH:4][CH:3]=1.[N-:42]=[N+:43]=[N-:44].[Na+], predict the reaction product. The product is: [N:42]([CH2:28][C@@H:26]1[O:25][C:24](=[O:40])[N:23]([C:20]2[CH:21]=[CH:22][C:17]([N:14]3[CH2:15][CH2:16][N:11]([C:9]([O:8][CH2:1][C:2]4[CH:7]=[CH:6][CH:5]=[CH:4][CH:3]=4)=[O:10])[CH2:12][CH2:13]3)=[C:18]([F:41])[CH:19]=2)[CH2:27]1)=[N+:43]=[N-:44].